From a dataset of Catalyst prediction with 721,799 reactions and 888 catalyst types from USPTO. Predict which catalyst facilitates the given reaction. Reactant: [C:1]1([CH3:18])[CH:6]=[CH:5][C:4]([S:7]([NH:10][C@@H:11]2[CH2:16][CH2:15][CH2:14][CH2:13][C@H:12]2[NH2:17])(=[O:9])=[O:8])=[CH:3][CH:2]=1.[OH-].[Na+].[C:21]([O:25][C:26](O[C:26]([O:25][C:21]([CH3:24])([CH3:23])[CH3:22])=[O:27])=[O:27])([CH3:24])([CH3:23])[CH3:22]. Product: [C:1]1([CH3:18])[CH:2]=[CH:3][C:4]([S:7]([N:10]([C:26]([O:25][C:21]([CH3:24])([CH3:23])[CH3:22])=[O:27])[C@@H:11]2[CH2:16][CH2:15][CH2:14][CH2:13][C@H:12]2[NH2:17])(=[O:8])=[O:9])=[CH:5][CH:6]=1. The catalyst class is: 1.